From a dataset of Forward reaction prediction with 1.9M reactions from USPTO patents (1976-2016). Predict the product of the given reaction. Given the reactants [CH3:1][C:2]1([CH3:29])[O:6][C:5](=[O:7])[N:4]([CH:8]2[CH2:13][CH2:12][C:11](B3OC(C)(C)C(C)(C)O3)=[CH:10][CH2:9]2)[C@H:3]1[C:23]1[CH:28]=[CH:27][CH:26]=[CH:25][CH:24]=1.Br[C:31]1[C:32](=[O:41])[NH:33][C:34]2[C:39]([CH:40]=1)=[CH:38][CH:37]=[N:36][CH:35]=2.C(=O)([O-])[O-].[Na+].[Na+].O1CCOCC1, predict the reaction product. The product is: [CH3:1][C:2]1([CH3:29])[O:6][C:5](=[O:7])[N:4]([CH:8]2[CH2:13][CH2:12][C:11]([C:31]3[C:32](=[O:41])[NH:33][C:34]4[C:39]([CH:40]=3)=[CH:38][CH:37]=[N:36][CH:35]=4)=[CH:10][CH2:9]2)[C@H:3]1[C:23]1[CH:24]=[CH:25][CH:26]=[CH:27][CH:28]=1.